Dataset: Forward reaction prediction with 1.9M reactions from USPTO patents (1976-2016). Task: Predict the product of the given reaction. (1) Given the reactants [Br:1][C:2]1[C:3]([Cl:11])=[C:4]2[C:8](=[CH:9][CH:10]=1)[NH:7][N:6]=[CH:5]2.[O:12]1[CH:17]=[CH:16][CH2:15][CH2:14][CH2:13]1.CC1C=CC(S(O)(=O)=O)=CC=1.C([O-])(O)=O.[Na+], predict the reaction product. The product is: [Br:1][C:2]1[C:3]([Cl:11])=[C:4]2[C:8](=[CH:9][CH:10]=1)[N:7]([CH:13]1[CH2:14][CH2:15][CH2:16][CH2:17][O:12]1)[N:6]=[CH:5]2. (2) The product is: [O:4]1[C:8]2[CH:9]=[CH:10][CH:11]=[C:12]([N:13]3[CH2:18][CH2:17][N:16]([CH2:19][CH2:20][C@H:21]4[CH2:26][CH2:25][C@H:24]([NH:27][C:41]([N:49]5[C:57]6[C:52](=[CH:53][CH:54]=[CH:55][CH:56]=6)[CH2:51][CH2:50]5)=[O:47])[CH2:23][CH2:22]4)[CH2:15][CH2:14]3)[C:7]=2[O:6][CH2:5]1. Given the reactants Cl.Cl.Cl.[O:4]1[C:8]2[CH:9]=[CH:10][CH:11]=[C:12]([N:13]3[CH2:18][CH2:17][N:16]([CH2:19][CH2:20][C@H:21]4[CH2:26][CH2:25][C@H:24]([NH2:27])[CH2:23][CH2:22]4)[CH2:15][CH2:14]3)[C:7]=2[O:6][CH2:5]1.C(N(CC)C(C)C)(C)C.ClC(Cl)(O[C:41](=[O:47])OC(Cl)(Cl)Cl)Cl.[NH:49]1[C:57]2[C:52](=[CH:53][CH:54]=[CH:55][CH:56]=2)[CH2:51][CH2:50]1, predict the reaction product. (3) Given the reactants [CH3:1][N:2]([CH3:15])[CH2:3][CH2:4][NH:5][C:6]1[CH:7]=[C:8]([NH2:14])[C:9]([NH2:13])=[CH:10][C:11]=1[F:12].[N+:16]([C:19]1[C:20]([CH:30]=O)=[N:21][N:22]([CH:24]2[CH2:29][CH2:28][CH2:27][CH2:26][O:25]2)[CH:23]=1)([O-:18])=[O:17], predict the reaction product. The product is: [F:12][C:11]1[C:6]([NH:5][CH2:4][CH2:3][N:2]([CH3:15])[CH3:1])=[CH:7][C:8]2[NH:14][C:30]([C:20]3[C:19]([N+:16]([O-:18])=[O:17])=[CH:23][N:22]([CH:24]4[CH2:29][CH2:28][CH2:27][CH2:26][O:25]4)[N:21]=3)=[N:13][C:9]=2[CH:10]=1. (4) Given the reactants [Cl:1][C:2]1[CH:7]=[CH:6][CH:5]=[CH:4][C:3]=1[C@H:8]([O:10][C:11](=[O:26])[NH:12][C:13]1[C:14]([CH3:25])=[N:15][O:16][C:17]=1[C:18]1[CH:23]=[CH:22][C:21](Br)=[CH:20][CH:19]=1)[CH3:9].[B:27]1([B:27]2[O:31][C:30]([CH3:33])([CH3:32])[C:29]([CH3:35])([CH3:34])[O:28]2)[O:31][C:30]([CH3:33])([CH3:32])[C:29]([CH3:35])([CH3:34])[O:28]1, predict the reaction product. The product is: [Cl:1][C:2]1[CH:7]=[CH:6][CH:5]=[CH:4][C:3]=1[C@H:8]([O:10][C:11](=[O:26])[NH:12][C:13]1[C:14]([CH3:25])=[N:15][O:16][C:17]=1[C:18]1[CH:23]=[CH:22][C:21]([B:27]2[O:31][C:30]([CH3:33])([CH3:32])[C:29]([CH3:35])([CH3:34])[O:28]2)=[CH:20][CH:19]=1)[CH3:9]. (5) Given the reactants [F:1][C:2]1[C:3]([OH:10])=[C:4]([CH:7]=[CH:8][CH:9]=1)[CH:5]=O.C(=O)([O-])[O-].[K+].[K+].Br[CH2:18][C:19]([O:21][CH2:22][CH3:23])=[O:20], predict the reaction product. The product is: [F:1][C:2]1[C:3]2[O:10][C:18]([C:19]([O:21][CH2:22][CH3:23])=[O:20])=[CH:5][C:4]=2[CH:7]=[CH:8][CH:9]=1. (6) Given the reactants [NH2:1][C:2]1[CH:10]=[C:9]2[C:5]([CH:6]=[N:7][N:8]2COCC[Si](C)(C)C)=[CH:4][C:3]=1[C:19]1[CH:20]=[CH:21][C:22]([CH2:25][NH:26]C(=O)OC(C)(C)C)=[N:23][CH:24]=1.O1CCCCC1[N:40]1[C:44]([C:45]2[S:46][CH:47]=[C:48]([C:50](O)=[O:51])[N:49]=2)=[CH:43][C:42]([C:53]([F:56])([F:55])[F:54])=[N:41]1.CN(C(ON1N=NC2C=CC=NC1=2)=[N+](C)C)C.F[P-](F)(F)(F)(F)F.CCN(C(C)C)C(C)C.[ClH:90], predict the reaction product. The product is: [ClH:90].[NH2:26][CH2:25][C:22]1[N:23]=[CH:24][C:19]([C:3]2[CH:4]=[C:5]3[C:9](=[CH:10][C:2]=2[NH:1][C:50]([C:48]2[N:49]=[C:45]([C:44]4[NH:40][N:41]=[C:42]([C:53]([F:56])([F:54])[F:55])[CH:43]=4)[S:46][CH:47]=2)=[O:51])[NH:8][N:7]=[CH:6]3)=[CH:20][CH:21]=1. (7) Given the reactants [Cl:1][C:2]1[CH:3]=[C:4]([NH:19][C:20]2[C:30]3[CH:29]=[C:28]([C:31]([NH:33][CH2:34][CH2:35][N:36]([CH2:44][CH2:45][OH:46])C(=O)OC(C)(C)C)=[O:32])[CH2:27][CH2:26][NH:25][C:24]=3[N:23]=[CH:22][N:21]=2)[CH:5]=[CH:6][C:7]=1[O:8][C:9]1[CH:14]=[CH:13][CH:12]=[C:11]([C:15]([F:18])([F:17])[F:16])[CH:10]=1.Cl.C(OCC)(=O)C, predict the reaction product. The product is: [Cl:1][C:2]1[CH:3]=[C:4]([NH:19][C:20]2[C:30]3[CH:29]=[C:28]([C:31]([NH:33][CH2:34][CH2:35][NH:36][CH2:44][CH2:45][OH:46])=[O:32])[CH2:27][CH2:26][NH:25][C:24]=3[N:23]=[CH:22][N:21]=2)[CH:5]=[CH:6][C:7]=1[O:8][C:9]1[CH:14]=[CH:13][CH:12]=[C:11]([C:15]([F:17])([F:18])[F:16])[CH:10]=1. (8) Given the reactants ClC1C=CC=C(C(OO)=O)C=1.[CH2:12]([O:14][C:15]([C:17]1[S:37][C:20]2[N:21]=[C:22](SC)[N:23]=[C:24]([NH:25][CH2:26][C:27]3[CH:32]=[CH:31][C:30]([Cl:33])=[CH:29][C:28]=3[Cl:34])[C:19]=2[CH:18]=1)=[O:16])[CH3:13].[N:38]1([CH2:43][CH2:44][CH:45]2[CH2:50][CH2:49][NH:48][CH2:47][CH2:46]2)[CH2:42][CH2:41][CH2:40][CH2:39]1.C(=O)([O-])[O-].[Na+].[Na+], predict the reaction product. The product is: [CH2:12]([O:14][C:15]([C:17]1[S:37][C:20]2[N:21]=[C:22]([N:48]3[CH2:47][CH2:46][CH:45]([CH2:44][CH2:43][N:38]4[CH2:42][CH2:41][CH2:40][CH2:39]4)[CH2:50][CH2:49]3)[N:23]=[C:24]([NH:25][CH2:26][C:27]3[CH:32]=[CH:31][C:30]([Cl:33])=[CH:29][C:28]=3[Cl:34])[C:19]=2[CH:18]=1)=[O:16])[CH3:13]. (9) The product is: [CH2:12]([S:14]([C:15]1[CH:20]=[CH:19][CH:18]=[CH:17][C:16]=1[C:21]1[CH:22]=[CH:23][C:24]2[N:25]([CH:28]=[C:29]([C:31]([F:36])([F:37])[C:32]([F:35])([F:33])[F:34])[N:30]=2)[C:26]=1[CH3:27])=[O:9])[CH3:13]. Given the reactants ClC1C=CC=C(C(OO)=[O:9])C=1.[CH2:12]([S:14][C:15]1[CH:20]=[CH:19][CH:18]=[CH:17][C:16]=1[C:21]1[CH:22]=[CH:23][C:24]2[N:25]([CH:28]=[C:29]([C:31]([F:37])([F:36])[C:32]([F:35])([F:34])[F:33])[N:30]=2)[C:26]=1[CH3:27])[CH3:13].S([O-])([O-])(=O)=S.[Na+].[Na+].C(=O)(O)[O-].[Na+], predict the reaction product.